Dataset: Full USPTO retrosynthesis dataset with 1.9M reactions from patents (1976-2016). Task: Predict the reactants needed to synthesize the given product. (1) Given the product [CH2:10]([S:9][C:6]1[CH:7]=[CH:8][C:2]([Cl:1])=[C:3]([CH:5]=1)[NH2:4])[C:11]1[CH:16]=[CH:15][CH:14]=[CH:13][CH:12]=1, predict the reactants needed to synthesize it. The reactants are: [Cl:1][C:2]1[CH:8]=[CH:7][C:6]([SH:9])=[CH:5][C:3]=1[NH2:4].[CH2:10](Br)[C:11]1[CH:16]=[CH:15][CH:14]=[CH:13][CH:12]=1.C(=O)([O-])[O-].[K+].[K+].O. (2) Given the product [C:19]([C:10]1[C:11]2[C:16](=[CH:15][CH:14]=[C:13]([O:17][CH3:18])[CH:12]=2)[N:8]([CH2:7][C:6]([OH:22])=[O:5])[CH:9]=1)(=[O:21])[NH2:20], predict the reactants needed to synthesize it. The reactants are: C([O:5][C:6](=[O:22])[CH2:7][N:8]1[C:16]2[C:11](=[CH:12][C:13]([O:17][CH3:18])=[CH:14][CH:15]=2)[C:10]([C:19](=[O:21])[NH2:20])=[CH:9]1)(C)(C)C.C(O)(C(F)(F)F)=O.CO. (3) Given the product [Br:1][C:2]1[CH:3]=[CH:4][C:5](=[O:9])[N:6]([CH3:12])[C:7]=1[CH3:8], predict the reactants needed to synthesize it. The reactants are: [Br:1][C:2]1[CH:3]=[CH:4][C:5](=[O:9])[NH:6][C:7]=1[CH3:8].IC.[C:12]([O-])([O-])=O.[K+].[K+]. (4) The reactants are: [CH:1]1([N:4]2[C:13]3[C:8](=[CH:9][C:10]([F:17])=[C:11](F)[C:12]=3[O:14][CH3:15])[C:7](=[O:18])[C:6]([C:19]([OH:21])=[O:20])=[CH:5]2)[CH2:3][CH2:2]1.C([NH:29][CH2:30][CH2:31][NH2:32])(OC(C)(C)C)=O.FC(F)(F)C(O)=O. Given the product [NH2:29][CH2:30][CH2:31][NH:32][C:11]1[C:12]([O:14][CH3:15])=[C:13]2[C:8]([C:7](=[O:18])[C:6]([C:19]([OH:21])=[O:20])=[CH:5][N:4]2[CH:1]2[CH2:3][CH2:2]2)=[CH:9][C:10]=1[F:17], predict the reactants needed to synthesize it. (5) Given the product [F:1][C:2]1[CH:3]=[CH:4][C:5]([C:8]2[O:9][C:10]3[CH:21]=[C:20]([N:22]([CH3:27])[S:23]([CH3:26])(=[O:24])=[O:25])[C:19]([C:28]4[CH:29]=[CH:30][CH:31]=[CH:32][CH:33]=4)=[CH:18][C:11]=3[C:12]=2[C:13]([OH:15])=[O:14])=[CH:6][CH:7]=1, predict the reactants needed to synthesize it. The reactants are: [F:1][C:2]1[CH:7]=[CH:6][C:5]([C:8]2[O:9][C:10]3[CH:21]=[C:20]([N:22]([CH3:27])[S:23]([CH3:26])(=[O:25])=[O:24])[C:19]([C:28]4[CH:33]=[CH:32][CH:31]=[CH:30][CH:29]=4)=[CH:18][C:11]=3[C:12]=2[C:13]([O:15]CC)=[O:14])=[CH:4][CH:3]=1.[Li+].[OH-]. (6) Given the product [C:48]([O:47][C:45]([NH:24][CH:25]([C:31]([CH3:34])([CH3:35])[CH:32]=[CH2:33])[C:26]([O:28][CH2:29][CH3:30])=[O:27])=[O:46])([CH3:49])([CH3:50])[CH3:51], predict the reactants needed to synthesize it. The reactants are: C(O)(=O)C.C(O)(=O)C.IC1C=CC=CC=1.COC1C=CC([NH:24][CH:25]([C:31]([CH3:35])([CH3:34])[CH:32]=[CH2:33])[C:26]([O:28][CH2:29][CH3:30])=[O:27])=CC=1.Cl.[C:45](O[C:45]([O:47][C:48]([CH3:51])([CH3:50])[CH3:49])=[O:46])([O:47][C:48]([CH3:51])([CH3:50])[CH3:49])=[O:46]. (7) Given the product [F:1][C:2]([F:7])([F:6])[C:3]([OH:5])=[O:4].[F:8][C:9]([F:14])([F:13])[C:10]([OH:12])=[O:11].[C:15]([CH2:17][C:18]1([N:44]2[CH:48]=[C:47]([C:49]3[C:50]4[CH:57]=[CH:56][NH:55][C:51]=4[N:52]=[CH:53][N:54]=3)[CH:46]=[N:45]2)[CH2:21][N:20]([C@@H:22]2[CH2:27][CH2:26][C@H:25]([O:28][C:29]3[N:34]=[C:33]([C:35]([F:38])([F:36])[F:37])[N:32]=[C:31]([C:39]([N:41]([CH2:43][CH3:58])[CH3:42])=[O:40])[CH:30]=3)[CH2:24][CH2:23]2)[CH2:19]1)#[N:16], predict the reactants needed to synthesize it. The reactants are: [F:1][C:2]([F:7])([F:6])[C:3]([OH:5])=[O:4].[F:8][C:9]([F:14])([F:13])[C:10]([OH:12])=[O:11].[C:15]([CH2:17][C:18]1([N:44]2[CH:48]=[C:47]([C:49]3[C:50]4[CH:57]=[CH:56][NH:55][C:51]=4[N:52]=[CH:53][N:54]=3)[CH:46]=[N:45]2)[CH2:21][N:20]([C@@H:22]2[CH2:27][CH2:26][C@H:25]([O:28][C:29]3[N:34]=[C:33]([C:35]([F:38])([F:37])[F:36])[N:32]=[C:31]([C:39]([N:41]([CH3:43])[CH3:42])=[O:40])[CH:30]=3)[CH2:24][CH2:23]2)[CH2:19]1)#[N:16].[CH3:58]NCC.